From a dataset of Merck oncology drug combination screen with 23,052 pairs across 39 cell lines. Regression. Given two drug SMILES strings and cell line genomic features, predict the synergy score measuring deviation from expected non-interaction effect. (1) Drug 1: COC12C(COC(N)=O)C3=C(C(=O)C(C)=C(N)C3=O)N1CC1NC12. Drug 2: COC1CC2CCC(C)C(O)(O2)C(=O)C(=O)N2CCCCC2C(=O)OC(C(C)CC2CCC(OP(C)(C)=O)C(OC)C2)CC(=O)C(C)C=C(C)C(O)C(OC)C(=O)C(C)CC(C)C=CC=CC=C1C. Cell line: NCIH23. Synergy scores: synergy=1.39. (2) Drug 1: CCC1=CC2CN(C1)Cc1c([nH]c3ccccc13)C(C(=O)OC)(c1cc3c(cc1OC)N(C)C1C(O)(C(=O)OC)C(OC(C)=O)C4(CC)C=CCN5CCC31C54)C2. Drug 2: Cn1nnc2c(C(N)=O)ncn2c1=O. Cell line: DLD1. Synergy scores: synergy=5.21. (3) Drug 1: CN1C(=O)C=CC2(C)C3CCC4(C)C(NC(=O)OCC(F)(F)F)CCC4C3CCC12. Drug 2: CC(=O)OC1C(=O)C2(C)C(O)CC3OCC3(OC(C)=O)C2C(OC(=O)c2ccccc2)C2(O)CC(OC(=O)C(O)C(NC(=O)c3ccccc3)c3ccccc3)C(C)=C1C2(C)C. Cell line: NCIH2122. Synergy scores: synergy=-15.5. (4) Drug 1: CC1(c2nc3c(C(N)=O)cccc3[nH]2)CCCN1. Drug 2: Cn1cc(-c2cnn3c(N)c(Br)c(C4CCCNC4)nc23)cn1. Cell line: LOVO. Synergy scores: synergy=1.07. (5) Drug 1: CN1C(=O)C=CC2(C)C3CCC4(C)C(NC(=O)OCC(F)(F)F)CCC4C3CCC12. Drug 2: COc1cccc2c1C(=O)c1c(O)c3c(c(O)c1C2=O)CC(O)(C(=O)CO)CC3OC1CC(N)C(O)C(C)O1. Cell line: SW620. Synergy scores: synergy=13.7. (6) Drug 2: CNC(=O)c1cc(Oc2ccc(NC(=O)Nc3ccc(Cl)c(C(F)(F)F)c3)cc2)ccn1. Drug 1: O=S1(=O)NC2(CN1CC(F)(F)F)C1CCC2Cc2cc(C=CCN3CCC(C(F)(F)F)CC3)ccc2C1. Synergy scores: synergy=8.18. Cell line: ES2. (7) Drug 1: N.N.O=C(O)C1(C(=O)O)CCC1.[Pt]. Drug 2: CCc1cnn2c(NCc3ccc[n+]([O-])c3)cc(N3CCCCC3CCO)nc12. Cell line: A427. Synergy scores: synergy=-10.5.